From a dataset of Catalyst prediction with 721,799 reactions and 888 catalyst types from USPTO. Predict which catalyst facilitates the given reaction. (1) Reactant: [CH2:1]([NH:3][C:4]([C:6]1[C:14]2[S:13][C:12]([NH:15][C:16](=[O:20])[NH:17][CH2:18][CH3:19])=[N:11][C:10]=2[CH:9]=[C:8](OS(C(F)(F)F)(=O)=O)[CH:7]=1)=[O:5])[CH3:2].B1(B2OCC(C)(C)CO2)OCC(C)(C)CO1.C([O-])(=O)C.[K+].B([O-])[O-].[CH2:53]([O:55][C:56]([C:58]1([CH2:71]C)[CH2:63][CH2:62][N:61]([C:64]2[N:69]=[CH:68][C:67](Br)=[CH:66][N:65]=2)[CH2:60][CH2:59]1)=[O:57])[CH3:54].C(=O)([O-])[O-].[Cs+].[Cs+]. Product: [CH2:1]([NH:3][C:4]([C:6]1[C:14]2[S:13][C:12]([NH:15][C:16](=[O:20])[NH:17][CH2:18][CH3:19])=[N:11][C:10]=2[CH:9]=[C:8]([C:67]2[CH:66]=[N:65][C:64]([N:61]3[CH2:62][CH2:63][C:58]([CH3:71])([C:56]([O:55][CH2:53][CH3:54])=[O:57])[CH2:59][CH2:60]3)=[N:69][CH:68]=2)[CH:7]=1)=[O:5])[CH3:2]. The catalyst class is: 431. (2) Product: [Cl:14][C:15]1[CH:16]=[C:17]([S:22]([C:25]2[CH:26]=[CH:27][C:28]([CH2:31][NH:32][C:10]([C:2]3[O:1][C:5]4=[CH:6][N:7]=[CH:8][CH:9]=[C:4]4[CH:3]=3)=[O:12])=[CH:29][CH:30]=2)(=[O:24])=[O:23])[CH:18]=[C:19]([F:21])[CH:20]=1. Reactant: [O:1]1[C:5]2=[CH:6][N:7]=[CH:8][CH:9]=[C:4]2[CH:3]=[C:2]1[C:10]([OH:12])=O.Cl.[Cl:14][C:15]1[CH:16]=[C:17]([S:22]([C:25]2[CH:30]=[CH:29][C:28]([CH2:31][NH2:32])=[CH:27][CH:26]=2)(=[O:24])=[O:23])[CH:18]=[C:19]([F:21])[CH:20]=1.F[P-](F)(F)(F)(F)F.N1(O[P+](N(C)C)(N(C)C)N(C)C)C2C=CC=CC=2N=N1.C(N(CC)C(C)C)(C)C. The catalyst class is: 3. (3) Reactant: [C:1]([O:5][C:6]([N:8]1[CH2:13][CH2:12][CH2:11][C@H:10]([C:14]2[O:18][N:17]=[C:16](Br)[N:15]=2)[CH2:9]1)=[O:7])([CH3:4])([CH3:3])[CH3:2].[C:20]1([OH:26])[CH:25]=[CH:24][CH:23]=[CH:22][CH:21]=1.C([O-])([O-])=O.[Cs+].[Cs+]. Product: [C:1]([O:5][C:6]([N:8]1[CH2:13][CH2:12][CH2:11][C@H:10]([C:14]2[O:18][N:17]=[C:16]([O:26][C:20]3[CH:25]=[CH:24][CH:23]=[CH:22][CH:21]=3)[N:15]=2)[CH2:9]1)=[O:7])([CH3:4])([CH3:3])[CH3:2]. The catalyst class is: 12. (4) Reactant: Cl.[NH2:2][C:3]1[N:4]=[CH:5][NH:6][C:7]=1[C:8]([NH2:10])=[O:9].[F:11][C:12]1[CH:13]=[C:14]2[C:18](=[CH:19][CH:20]=1)[NH:17][C:16](C=O)=[CH:15]2.[BH3-]C#[N:25].[Na+]. Product: [F:11][C:12]1[CH:13]=[C:14]2[C:18](=[CH:19][CH:20]=1)[NH:17][C:16]([NH:25][NH:2][C:3]1[N:4]=[CH:5][NH:6][C:7]=1[C:8]([NH2:10])=[O:9])=[CH:15]2. The catalyst class is: 5.